From a dataset of hERG Central: cardiac toxicity at 1µM, 10µM, and general inhibition. Predict hERG channel inhibition at various concentrations. (1) The molecule is O=C(CN1CCN(S(=O)(=O)c2ccc(Cl)cc2)CC1)NC1CCCC1. Results: hERG_inhib (hERG inhibition (general)): blocker. (2) The molecule is O=C(Nc1cccc(-c2nnc(-c3ccccc3)o2)c1)C1CCCO1. Results: hERG_inhib (hERG inhibition (general)): blocker. (3) The drug is CC(NS(=O)(=O)c1ccc(Br)cc1)C(c1cccs1)N1CCN(C)CC1. Results: hERG_inhib (hERG inhibition (general)): blocker. (4) The compound is COc1ccc(CN2CCC(Oc3cc(C(=O)NC4CC4)ccc3OC)CC2)c(O)c1. Results: hERG_inhib (hERG inhibition (general)): blocker.